Dataset: Reaction yield outcomes from USPTO patents with 853,638 reactions. Task: Predict the reaction yield, written as a fraction of the theoretical maximum amount of product (1.0 means a 100% yield; for example, 0.34 means a 34% yield). (1) The reactants are Cl[C:2]1[CH:3]=[C:4](Cl)[C:5]2[N:6]([C:8]([C:11]([NH:13][C:14]3[CH:19]=[CH:18][N:17]=[CH:16][C:15]=3[F:20])=[O:12])=[CH:9][N:10]=2)[N:7]=1.BrC1C2N(C(C(NC3C=CN=CC=3F)=O)=CN=2)N=C(Cl)C=1.[CH3:43][O:44][C:45]1[CH:55]=[CH:54][C:48]([CH2:49][NH:50][CH:51]2[CH2:53][CH2:52]2)=[CH:47][CH:46]=1.C(N(CC)C(C)C)(C)C.[NH2:65][C@H:66]1[CH2:71][CH2:70][C@H:69]([NH2:72])[CH2:68][CH2:67]1. The catalyst is CN(C=O)C.O. The product is [NH2:65][C@H:66]1[CH2:71][CH2:70][C@H:69]([NH:72][C:2]2[CH:3]=[C:4]([N:50]([CH:51]3[CH2:53][CH2:52]3)[CH2:49][C:48]3[CH:54]=[CH:55][C:45]([O:44][CH3:43])=[CH:46][CH:47]=3)[C:5]3[N:6]([C:8]([C:11]([NH:13][C:14]4[CH:19]=[CH:18][N:17]=[CH:16][C:15]=4[F:20])=[O:12])=[CH:9][N:10]=3)[N:7]=2)[CH2:68][CH2:67]1. The yield is 0.630. (2) The reactants are [F:1][C:2]1[C:7]([N:8]2[C:12]([OH:13])=[CH:11][C:10]([C:14]([O:16][CH2:17][CH3:18])=[O:15])=[N:9]2)=[CH:6][CH:5]=[CH:4][N:3]=1.C(N(CC)CC)C.C1C=CC(N([S:33]([C:36]([F:39])([F:38])[F:37])(=[O:35])=[O:34])[S:33]([C:36]([F:39])([F:38])[F:37])(=[O:35])=[O:34])=CC=1.O. The catalyst is O1CCCC1. The product is [F:1][C:2]1[C:7]([N:8]2[C:12]([O:13][S:33]([C:36]([F:39])([F:38])[F:37])(=[O:35])=[O:34])=[CH:11][C:10]([C:14]([O:16][CH2:17][CH3:18])=[O:15])=[N:9]2)=[CH:6][CH:5]=[CH:4][N:3]=1. The yield is 0.700. (3) The reactants are Br[C:2]1[CH:7]=[CH:6][N:5]=[C:4]2[N:8]([CH2:11][O:12][CH2:13][CH2:14][Si:15]([CH3:18])([CH3:17])[CH3:16])[CH:9]=[CH:10][C:3]=12.C(OC([N:24]1[CH:28]=[C:27](B2OC(C)(C)C(C)(C)O2)[CH:26]=[N:25]1)C)C.C(=O)([O-])[O-].[Na+].[Na+].Cl.[OH-].[Na+]. The catalyst is O1CCOCC1.O.CCOC(C)=O.C1C=CC([P]([Pd]([P](C2C=CC=CC=2)(C2C=CC=CC=2)C2C=CC=CC=2)([P](C2C=CC=CC=2)(C2C=CC=CC=2)C2C=CC=CC=2)[P](C2C=CC=CC=2)(C2C=CC=CC=2)C2C=CC=CC=2)(C2C=CC=CC=2)C2C=CC=CC=2)=CC=1. The product is [NH:24]1[CH:28]=[C:27]([C:2]2[CH:7]=[CH:6][N:5]=[C:4]3[N:8]([CH2:11][O:12][CH2:13][CH2:14][Si:15]([CH3:18])([CH3:17])[CH3:16])[CH:9]=[CH:10][C:3]=23)[CH:26]=[N:25]1. The yield is 0.850. (4) The reactants are [CH3:1][O:2][C:3]1[C:12]([NH:13][C:14](=[O:22])OC2C=CC=CC=2)=[N:11][C:10]2[C:5](=[CH:6][CH:7]=[CH:8][CH:9]=2)[N:4]=1.[CH3:23][C:24]1[C:29]([CH3:30])=[CH:28][C:27]([CH3:31])=[C:26]([CH3:32])[C:25]=1[N:33]1[CH2:38][CH2:37][NH:36][CH2:35][CH2:34]1. No catalyst specified. The product is [CH3:1][O:2][C:3]1[C:12]([NH:13][C:14]([N:36]2[CH2:37][CH2:38][N:33]([C:25]3[C:26]([CH3:32])=[C:27]([CH3:31])[CH:28]=[C:29]([CH3:30])[C:24]=3[CH3:23])[CH2:34][CH2:35]2)=[O:22])=[N:11][C:10]2[C:5](=[CH:6][CH:7]=[CH:8][CH:9]=2)[N:4]=1. The yield is 0.640. (5) The reactants are [CH3:1][O:2][C:3](=[O:20])[C@@H:4]([NH:12][C:13]([O:15][C:16]([CH3:19])([CH3:18])[CH3:17])=[O:14])[C@H:5]1[CH2:10][CH2:9][C@@H:8]([OH:11])[CH2:7][CH2:6]1.C(N(C(C)C)CC)(C)C.[CH3:30][S:31](Cl)(=[O:33])=[O:32]. The catalyst is ClCCl.C(OCC)(=O)C. The product is [CH3:1][O:2][C:3](=[O:20])[C@@H:4]([NH:12][C:13]([O:15][C:16]([CH3:17])([CH3:19])[CH3:18])=[O:14])[C@H:5]1[CH2:6][CH2:7][C@@H:8]([O:11][S:31]([CH3:30])(=[O:33])=[O:32])[CH2:9][CH2:10]1. The yield is 0.700. (6) The reactants are [CH3:1][N:2]1[C:10]2[C:9]3=[C:11]([O:17][C:18]4[CH:23]=[CH:22][C:21]5[O:24][CH2:25][O:26][C:20]=5[CH:19]=4)[S:12][C:13]([C:14](O)=[O:15])=[C:8]3[CH2:7][CH2:6][C:5]=2[CH:4]=[N:3]1.[CH2:27]([NH2:31])[CH:28]([CH3:30])[CH3:29].CCN=C=NCCCN(C)C.C1C=CC2N(O)N=NC=2C=1. The catalyst is CN(C=O)C. The product is [CH3:29][CH:28]([CH3:30])[CH2:27][NH:31][C:14]([C:13]1[S:12][C:11]([O:17][C:18]2[CH:23]=[CH:22][C:21]3[O:24][CH2:25][O:26][C:20]=3[CH:19]=2)=[C:9]2[C:10]3[N:2]([CH3:1])[N:3]=[CH:4][C:5]=3[CH2:6][CH2:7][C:8]=12)=[O:15]. The yield is 0.980.